Dataset: Catalyst prediction with 721,799 reactions and 888 catalyst types from USPTO. Task: Predict which catalyst facilitates the given reaction. (1) Reactant: [CH3:1][O:2][C:3]([CH2:5][N:6]1[CH2:15][C:14]2[C:9](=[CH:10][CH:11]=[CH:12][CH:13]=2)[N:8]([CH2:16][C:17]([OH:19])=O)[C:7]1=[O:20])=[O:4].CN(C(ON1N=NC2C=CC=NC1=2)=[N+](C)C)C.F[P-](F)(F)(F)(F)F.[Cl:45][C:46]1[C:47]([O:55][CH3:56])=[CH:48][C:49]([O:53][CH3:54])=[C:50]([NH2:52])[CH:51]=1.CCN(C(C)C)C(C)C. Product: [CH3:1][O:2][C:3](=[O:4])[CH2:5][N:6]1[CH2:15][C:14]2[C:9](=[CH:10][CH:11]=[CH:12][CH:13]=2)[N:8]([CH2:16][C:17](=[O:19])[NH:52][C:50]2[CH:51]=[C:46]([Cl:45])[C:47]([O:55][CH3:56])=[CH:48][C:49]=2[O:53][CH3:54])[C:7]1=[O:20]. The catalyst class is: 473. (2) Reactant: [NH:1]1[C:10]2[C:5](=[CH:6][CH:7]=[CH:8][C:9]=2[C:11]([O:13][CH2:14][CH3:15])=[O:12])[CH2:4][CH2:3][CH2:2]1.[H-].[Na+].BrC[CH2:20][C:21]1[CH:26]=[CH:25][C:24]([Cl:27])=[CH:23][CH:22]=1.O. Product: [Cl:27][C:24]1[CH:25]=[CH:26][C:21]([CH2:20][N:1]2[C:10]3[C:5](=[CH:6][CH:7]=[CH:8][C:9]=3[C:11]([O:13][CH2:14][CH3:15])=[O:12])[CH2:4][CH2:3][CH2:2]2)=[CH:22][CH:23]=1. The catalyst class is: 39. (3) Reactant: [Cl:1][C:2]1[CH:7]=[CH:6][CH:5]=[CH:4][C:3]=1[C:8]1[N:9]=[C:10]([NH:16][C:17]2[CH:22]=[C:21]([CH:23]=O)[CH:20]=[CH:19][C:18]=2[N+:25]([O-:27])=[O:26])[S:11][C:12]=1[C:13]([NH2:15])=[O:14].C(O[BH-](OC(=O)C)OC(=O)C)(=O)C.[Na+].[CH3:42][N:43]1[CH2:48][CH2:47][NH:46][CH2:45][CH2:44]1. Product: [Cl:1][C:2]1[CH:7]=[CH:6][CH:5]=[CH:4][C:3]=1[C:8]1[N:9]=[C:10]([NH:16][C:17]2[CH:22]=[C:21]([CH2:23][N:46]3[CH2:47][CH2:48][N:43]([CH3:42])[CH2:44][CH2:45]3)[CH:20]=[CH:19][C:18]=2[N+:25]([O-:27])=[O:26])[S:11][C:12]=1[C:13]([NH2:15])=[O:14]. The catalyst class is: 4. (4) Reactant: Cl[C:2]1[C:11]2[C:6](=[CH:7][C:8]([C:14]3[C:15]([CH3:20])=[N:16][O:17][C:18]=3[CH3:19])=[C:9]([O:12][CH3:13])[CH:10]=2)[N:5]=[CH:4][C:3]=1[N+:21]([O-:23])=[O:22].[CH3:24][O:25][CH2:26][CH:27]([NH2:29])[CH3:28]. Product: [CH3:20][C:15]1[C:14]([C:8]2[CH:7]=[C:6]3[C:11]([C:2]([NH:29][CH:27]([CH3:28])[CH2:26][O:25][CH3:24])=[C:3]([N+:21]([O-:23])=[O:22])[CH:4]=[N:5]3)=[CH:10][C:9]=2[O:12][CH3:13])=[C:18]([CH3:19])[O:17][N:16]=1. The catalyst class is: 12. (5) Reactant: [Br:1][C:2]1[C:3]([CH2:22][OH:23])=[C:4]([NH:8][CH2:9][C:10]2[CH:14]=[C:13]([C:15]([CH3:18])([CH3:17])[CH3:16])[S:12][C:11]=2[C:19](O)=[O:20])[CH:5]=[CH:6][CH:7]=1.C(N(CC)CC)C.CN(C=O)C.F[P-](F)(F)(F)(F)F.N1(O[P+](N(C)C)(N(C)C)N(C)C)C2C=CC=CC=2N=N1. Product: [Br:1][C:2]1[C:3]([CH2:22][OH:23])=[C:4]([N:8]2[C:19](=[O:20])[C:11]3[S:12][C:13]([C:15]([CH3:18])([CH3:17])[CH3:16])=[CH:14][C:10]=3[CH2:9]2)[CH:5]=[CH:6][CH:7]=1. The catalyst class is: 6. (6) Reactant: [CH3:1][O:2][C:3]1[CH:16]=[C:15]([O:17][CH3:18])[CH:14]=[CH:13][C:4]=1[CH2:5][NH:6][C:7]1[CH:12]=[CH:11][N:10]=[CH:9][N:8]=1.[Cl:19][C:20]1[CH:25]=[C:24]([F:26])[C:23]([F:27])=[CH:22][C:21]=1[S:28](Cl)(=[O:30])=[O:29].N12CCN(CC1)CC2. Product: [Cl:19][C:20]1[CH:25]=[C:24]([F:26])[C:23]([F:27])=[CH:22][C:21]=1[S:28]([N:6]([CH2:5][C:4]1[CH:13]=[CH:14][C:15]([O:17][CH3:18])=[CH:16][C:3]=1[O:2][CH3:1])[C:7]1[CH:12]=[CH:11][N:10]=[CH:9][N:8]=1)(=[O:30])=[O:29]. The catalyst class is: 10. (7) Reactant: [OH:1][N:2]1[C:6](=[O:7])[CH2:5][CH2:4][C:3]1=[O:8].[Br:9][CH:10]([CH3:14])[C:11]([OH:13])=[O:12].C1(N=C=NC2CCCCC2)CCCCC1. Product: [CH2:5]1[C:6](=[O:7])[N:2]([OH:1])[C:3](=[O:8])[CH2:4]1.[Br:9][CH:10]([CH3:14])[C:11]([O-:13])=[O:12]. The catalyst class is: 2. (8) Reactant: [NH:1]([C:3]1[C:8]([C:9]2[CH:14]=[CH:13][CH:12]=[CH:11][CH:10]=2)=[C:7]([C:15]2[CH:20]=[CH:19][CH:18]=[CH:17][CH:16]=2)[N:6]=[C:5]([C:21]([F:24])([F:23])[F:22])[N:4]=1)[NH2:2].[C:25](Cl)(=[O:27])[CH3:26].Cl. Product: [C:9]1([C:8]2[C:3]([NH:1][NH:2][C:25](=[O:27])[CH3:26])=[N:4][C:5]([C:21]([F:24])([F:23])[F:22])=[N:6][C:7]=2[C:15]2[CH:20]=[CH:19][CH:18]=[CH:17][CH:16]=2)[CH:10]=[CH:11][CH:12]=[CH:13][CH:14]=1. The catalyst class is: 17. (9) Reactant: [CH3:1][C:2]1([CH3:12])[O:6][C@H:5](/[CH:7]=[C:8](\[CH3:11])/[CH2:9][OH:10])[CH2:4][O:3]1.[C:13](Cl)([CH3:15])=[O:14].O. Product: [C:13]([O:10][CH2:9]/[C:8](/[CH3:11])=[CH:7]/[C@@H:5]1[CH2:4][O:3][C:2]([CH3:12])([CH3:1])[O:6]1)(=[O:14])[CH3:15]. The catalyst class is: 1.